Task: Predict which catalyst facilitates the given reaction.. Dataset: Catalyst prediction with 721,799 reactions and 888 catalyst types from USPTO (1) Reactant: [C:1]1([C:7]2[N:8]=[CH:9][S:10][C:11]=2[C:12]([OH:14])=O)[CH:6]=[CH:5][CH:4]=[CH:3][CH:2]=1.[CH3:15][O:16][C:17]1[CH:18]=[C:19]([N:25]2[CH2:30][CH2:29][NH:28][CH2:27][CH2:26]2)[CH:20]=[C:21]([O:23][CH3:24])[CH:22]=1.Cl.CN(C)CCCN=C=NCC.O.ON1C2C=CC=CC=2N=N1. Product: [CH3:15][O:16][C:17]1[CH:18]=[C:19]([N:25]2[CH2:26][CH2:27][N:28]([C:12]([C:11]3[S:10][CH:9]=[N:8][C:7]=3[C:1]3[CH:2]=[CH:3][CH:4]=[CH:5][CH:6]=3)=[O:14])[CH2:29][CH2:30]2)[CH:20]=[C:21]([O:23][CH3:24])[CH:22]=1. The catalyst class is: 4. (2) Reactant: [CH2:1]([N:4]1[CH2:13][CH:12]2[C:14]3[CH:15]=[CH:16][C:17]([O:23]C)=[C:18]([O:21]C)[C:19]=3[O:20][C:10]3[C:11]2=[C:6]([CH:7]=[CH:8][CH:9]=3)[CH2:5]1)[CH:2]=[CH2:3].B(Br)(Br)Br.CO. Product: [CH2:1]([N:4]1[CH2:13][CH:12]2[C:14]3[CH:15]=[CH:16][C:17]([OH:23])=[C:18]([OH:21])[C:19]=3[O:20][C:10]3[C:11]2=[C:6]([CH:7]=[CH:8][CH:9]=3)[CH2:5]1)[CH:2]=[CH2:3]. The catalyst class is: 4. (3) Reactant: ClCCCl.[CH:14]1[C:13]([S:12][S:12][C:13]2[CH:18]=[CH:17][C:16]([Cl:19])=[CH:15][CH:14]=2)=[CH:18][CH:17]=[C:16]([Cl:19])[CH:15]=1.[CH2:21]([O:23][C:24](=[O:43])[CH2:25][CH:26]1[C:34]2[N:30]([C:31]3[N:38]=[CH:37][CH:36]=[C:35]([S:39]([CH3:42])(=[O:41])=[O:40])[C:32]=3[CH:33]=2)[CH2:29][CH2:28][CH2:27]1)[CH3:22].C([O-])(O)=O.[Na+]. Product: [CH2:21]([O:23][C:24](=[O:43])[CH2:25][CH:26]1[C:34]2[N:30]([C:31]3[N:38]=[CH:37][CH:36]=[C:35]([S:39]([CH3:42])(=[O:41])=[O:40])[C:32]=3[C:33]=2[S:12][C:13]2[CH:14]=[CH:15][C:16]([Cl:19])=[CH:17][CH:18]=2)[CH2:29][CH2:28][CH2:27]1)[CH3:22]. The catalyst class is: 31. (4) Product: [F:36][C:37]1[CH:38]=[C:39]2[C:44](=[CH:45][CH:46]=1)[O:43][CH2:42][CH2:41][CH:40]2[NH:47][C:21](=[O:22])[CH2:20][N:3]1[CH2:4][CH2:5][CH2:6][C:7]([C:14]2[CH:19]=[CH:18][CH:17]=[CH:16][CH:15]=2)([C:8]2[CH:13]=[CH:12][CH:11]=[CH:10][CH:9]=2)[C:2]1=[O:1]. The catalyst class is: 4. Reactant: [O:1]=[C:2]1[C:7]([C:14]2[CH:19]=[CH:18][CH:17]=[CH:16][CH:15]=2)([C:8]2[CH:13]=[CH:12][CH:11]=[CH:10][CH:9]=2)[CH2:6][CH2:5][CH2:4][N:3]1[CH2:20][C:21](O)=[O:22].Cl.C(N=C=NCCCN(C)C)C.[F:36][C:37]1[CH:38]=[C:39]2[C:44](=[CH:45][CH:46]=1)[O:43][CH2:42][CH2:41][CH:40]2[NH2:47]. (5) Reactant: [F:1][C:2]1[C:3]([C:9]2[N:10]=[N:11][CH:12]=[C:13]([C:15]3[CH:20]=[CH:19][C:18]([F:21])=[CH:17][CH:16]=3)[CH:14]=2)=[N:4][CH:5]=[C:6]([F:8])[CH:7]=1.[Br:22]N1C(C)(C)C(=O)N(Br)C1=O.[OH-].[Na+]. The catalyst class is: 65. Product: [Br:22][C:19]1[CH:20]=[C:15]([C:13]2[CH:14]=[C:9]([C:3]3[C:2]([F:1])=[CH:7][C:6]([F:8])=[CH:5][N:4]=3)[N:10]=[N:11][CH:12]=2)[CH:16]=[CH:17][C:18]=1[F:21]. (6) Reactant: C1(C#CC2CC3(CCNCC3)ON=2)C=CC=CC=1.[CH3:19][C:20]1[N:25]=[C:24]([C:26]#[C:27][C:28]2[CH2:32][C:31]3([CH2:36][CH2:35][N:34](C(OC(C)(C)C)=O)[CH2:33]3)[O:30][N:29]=2)[CH:23]=[CH:22][CH:21]=1. Product: [CH3:19][C:20]1[N:25]=[C:24]([C:26]#[C:27][C:28]2[CH2:32][C:31]3([CH2:36][CH2:35][NH:34][CH2:33]3)[O:30][N:29]=2)[CH:23]=[CH:22][CH:21]=1. The catalyst class is: 22. (7) Reactant: C(Cl)(=O)C([Cl:4])=O.[ClH:7].[C:8]1([C:14]2[CH:18]=[C:17]([CH2:19][N:20]3[CH2:25][CH2:24][CH:23]([CH2:26][C:27](O)=[O:28])[CH2:22][CH2:21]3)[O:16][N:15]=2)[CH:13]=[CH:12][CH:11]=[CH:10][CH:9]=1. Product: [ClH:4].[C:8]1([C:14]2[CH:18]=[C:17]([CH2:19][N:20]3[CH2:21][CH2:22][CH:23]([CH2:26][C:27]([Cl:7])=[O:28])[CH2:24][CH2:25]3)[O:16][N:15]=2)[CH:9]=[CH:10][CH:11]=[CH:12][CH:13]=1. The catalyst class is: 4. (8) Reactant: [C:1]1([C:7]2[CH:8]=[CH:9][C:10]([NH2:13])=[N:11][CH:12]=2)[CH:6]=[CH:5][CH:4]=[CH:3][CH:2]=1.Br[CH2:15][C:16]([C:18]1[CH:23]=[CH:22][C:21]([C:24]([F:27])([F:26])[F:25])=[CH:20][CH:19]=1)=O.C([O-])([O-])=O.[Na+].[Na+]. Product: [C:1]1([C:7]2[CH:8]=[CH:9][C:10]3[N:11]([CH:15]=[C:16]([C:18]4[CH:23]=[CH:22][C:21]([C:24]([F:25])([F:26])[F:27])=[CH:20][CH:19]=4)[N:13]=3)[CH:12]=2)[CH:2]=[CH:3][CH:4]=[CH:5][CH:6]=1. The catalyst class is: 14.